From a dataset of Forward reaction prediction with 1.9M reactions from USPTO patents (1976-2016). Predict the product of the given reaction. (1) Given the reactants [C:1]1([C:7]2[NH:8][C:9]3[C:14]([CH:15]=2)=[CH:13][CH:12]=[CH:11][CH:10]=3)[CH:6]=[CH:5][CH:4]=[CH:3][CH:2]=1.[H-].[Na+].Br[CH2:19][C:20]1[CH:29]=[CH:28][C:23]([C:24]([O:26][CH3:27])=[O:25])=[CH:22][CH:21]=1.C(O)(=O)CC(CC(O)=O)(C(O)=O)O, predict the reaction product. The product is: [C:1]1([C:7]2[N:8]([CH2:19][C:20]3[CH:29]=[CH:28][C:23]([C:24]([O:26][CH3:27])=[O:25])=[CH:22][CH:21]=3)[C:9]3[C:14]([CH:15]=2)=[CH:13][CH:12]=[CH:11][CH:10]=3)[CH:6]=[CH:5][CH:4]=[CH:3][CH:2]=1. (2) Given the reactants [Br:1][C:2]1[CH:3]=[C:4]([SH:8])[CH:5]=[CH:6][CH:7]=1.CS(O[CH2:14][CH:15]([CH2:18][CH3:19])[CH2:16][CH3:17])(=O)=O, predict the reaction product. The product is: [Br:1][C:2]1[CH:3]=[C:4]([S:8][CH2:14][CH:15]([CH2:18][CH3:19])[CH2:16][CH3:17])[CH:5]=[CH:6][CH:7]=1. (3) Given the reactants [Br:1][Si](C)(C)C.[Cl:6][C:7]1[CH:8]=[C:9]2[C:13](=[CH:14][CH:15]=1)[N:12]([CH3:16])[CH:11]=[C:10]2[CH2:17][CH2:18][C:19]([O:21][CH3:22])=[O:20].C(=O)([O-])[O-].[Na+].[Na+], predict the reaction product. The product is: [Br:1][C:11]1[N:12]([CH3:16])[C:13]2[C:9]([C:10]=1[CH2:17][CH2:18][C:19]([O:21][CH3:22])=[O:20])=[CH:8][C:7]([Cl:6])=[CH:15][CH:14]=2. (4) Given the reactants [C:1]1([N:7]2[C:11]3[CH:12]=[CH:13][CH:14]=[CH:15][C:10]=3[N:9]=[C:8]2[C@@H:16]([NH2:18])[CH3:17])[CH:6]=[CH:5][CH:4]=[CH:3][CH:2]=1.Cl[C:20]1[CH:25]=[CH:24][N:23]=[C:22]([NH2:26])[N:21]=1, predict the reaction product. The product is: [C:1]1([N:7]2[C:11]3[CH:12]=[CH:13][CH:14]=[CH:15][C:10]=3[N:9]=[C:8]2[C@@H:16]([NH:18][C:20]2[CH:25]=[CH:24][N:23]=[C:22]([NH2:26])[N:21]=2)[CH3:17])[CH:2]=[CH:3][CH:4]=[CH:5][CH:6]=1. (5) Given the reactants [F:1][C:2]1[CH:7]=[CH:6][CH:5]=[C:4]([F:8])[C:3]=1[NH2:9].[Br:10]Br, predict the reaction product. The product is: [Br:10][C:6]1[CH:7]=[C:2]([F:1])[C:3]([NH2:9])=[C:4]([F:8])[CH:5]=1. (6) Given the reactants [Cl:1][C:2]1[C:3]([F:10])=[C:4]([CH:6]=[CH:7][C:8]=1[F:9])[NH2:5].Cl.Cl[C:13]1[C:22]2[C:17](=[CH:18][C:19]([O:37][CH3:38])=[C:20]([O:23][CH:24]3[CH2:29][CH2:28][N:27](C(OC(C)(C)C)=O)[CH2:26][CH2:25]3)[CH:21]=2)[N:16]=[CH:15][N:14]=1, predict the reaction product. The product is: [Cl:1][C:2]1[C:3]([F:10])=[C:4]([CH:6]=[CH:7][C:8]=1[F:9])[NH:5][C:13]1[C:22]2[C:17](=[CH:18][C:19]([O:37][CH3:38])=[C:20]([O:23][CH:24]3[CH2:25][CH2:26][NH:27][CH2:28][CH2:29]3)[CH:21]=2)[N:16]=[CH:15][N:14]=1. (7) Given the reactants [F:1][C:2]([F:22])([F:21])[C:3]1[CH:20]=[CH:19][C:6]([O:7][C:8]2[C:17]3[C:12](=[C:13]([NH2:18])[CH:14]=[CH:15][CH:16]=3)[N:11]=[CH:10][CH:9]=2)=[CH:5][CH:4]=1.[Cl:23][C:24]1[C:29]([C:30](O)=[O:31])=[C:28]([F:33])[C:27]([CH2:34][NH:35][C:36](=[O:41])[C:37]([CH3:40])([CH3:39])[CH3:38])=[CH:26][CH:25]=1.C(Cl)(=O)C(Cl)=O.CCN(C(C)C)C(C)C, predict the reaction product. The product is: [Cl:23][C:24]1[C:29]([C:30]([NH:18][C:13]2[CH:14]=[CH:15][CH:16]=[C:17]3[C:12]=2[N:11]=[CH:10][CH:9]=[C:8]3[O:7][C:6]2[CH:19]=[CH:20][C:3]([C:2]([F:1])([F:21])[F:22])=[CH:4][CH:5]=2)=[O:31])=[C:28]([F:33])[C:27]([CH2:34][NH:35][C:36](=[O:41])[C:37]([CH3:39])([CH3:38])[CH3:40])=[CH:26][CH:25]=1.